This data is from Peptide-MHC class I binding affinity with 185,985 pairs from IEDB/IMGT. The task is: Regression. Given a peptide amino acid sequence and an MHC pseudo amino acid sequence, predict their binding affinity value. This is MHC class I binding data. (1) The peptide sequence is YQRRRRFAI. The MHC is HLA-B35:01 with pseudo-sequence HLA-B35:01. The binding affinity (normalized) is 0.0847. (2) The peptide sequence is LMMILPAALA. The MHC is HLA-A02:01 with pseudo-sequence HLA-A02:01. The binding affinity (normalized) is 0.778. (3) The peptide sequence is KSRNTTPMM. The MHC is HLA-A24:02 with pseudo-sequence HLA-A24:02. The binding affinity (normalized) is 0. (4) The peptide sequence is RTMFLFVFR. The MHC is HLA-A11:01 with pseudo-sequence HLA-A11:01. The binding affinity (normalized) is 0.579. (5) The peptide sequence is ERTDLFFPV. The MHC is HLA-B18:01 with pseudo-sequence HLA-B18:01. The binding affinity (normalized) is 0.0847. (6) The peptide sequence is FASLFLPKL. The MHC is HLA-A02:01 with pseudo-sequence HLA-A02:01. The binding affinity (normalized) is 0.336. (7) The peptide sequence is GIKSVVVPI. The MHC is HLA-A02:01 with pseudo-sequence HLA-A02:01. The binding affinity (normalized) is 0.375. (8) The peptide sequence is EVTPEYIKDL. The MHC is HLA-A02:01 with pseudo-sequence HLA-A02:01. The binding affinity (normalized) is 0.189. (9) The peptide sequence is VPQTDAGVT. The MHC is HLA-B40:01 with pseudo-sequence HLA-B40:01. The binding affinity (normalized) is 0.0847.